From a dataset of KCNQ2 potassium channel screen with 302,405 compounds. Binary Classification. Given a drug SMILES string, predict its activity (active/inactive) in a high-throughput screening assay against a specified biological target. (1) The molecule is Brc1cc(N2C(=O)C3(N(C(C4C3C(=O)N(C4=O)Cc3ccccc3)c3cc(ccc3)C)C2=O)CC)ccc1. The result is 0 (inactive). (2) The molecule is S(=O)(=O)(N1CCOCC1)c1cc2c(=O)c(C(=O)NC3C(CCCC3)C)cn(c2cc1)C. The result is 0 (inactive). (3) The drug is S1(=O)(=O)Cc2c(n(nc2C1)C(C)(C)C)NC(=O)C1CN(C(=O)C1)c1cc(c(cc1)C)C. The result is 0 (inactive). (4) The molecule is Oc1ccc(Nc2nc(N3CCCC3)c3c(n2)cccc3)cc1. The result is 0 (inactive). (5) The compound is Clc1c(C(=O)NCC(N(C)C)c2ccc(OC)cc2)cc(SC)cc1. The result is 0 (inactive). (6) The molecule is Clc1ncnc(N\N=C\c2c3c(ncc2)cccc3)c1N. The result is 0 (inactive). (7) The drug is O(CC(=O)N1c2c(NC(=O)C1)cccc2)C(=O)C(Oc1ccccc1)C. The result is 0 (inactive). (8) The molecule is Clc1cc(n2[n+]([O-])c3CCc4nonc4c3n2)ccc1Cl. The result is 0 (inactive). (9) The drug is s1c(NC(=O)CCC(=O)N(CC(=O)NC2CCCC2)c2c(F)cccc2)ncc1. The result is 0 (inactive).